Dataset: Reaction yield outcomes from USPTO patents with 853,638 reactions. Task: Predict the reaction yield, written as a fraction of the theoretical maximum amount of product (1.0 means a 100% yield; for example, 0.34 means a 34% yield). The reactants are [CH2:1]([O:3][C:4](=[O:41])[CH2:5][CH2:6][CH2:7][O:8][C:9]1[CH:14]=[CH:13][CH:12]=[C:11]([CH2:15][CH2:16][CH2:17][CH2:18][CH2:19][CH2:20][O:21][C:22]2[CH:27]=[C:26]([S:28]([CH2:31][CH3:32])(=[O:30])=[O:29])[CH:25]=[C:24](Br)[CH:23]=2)[C:10]=1[CH2:34][CH2:35][C:36]([O:38][CH2:39][CH3:40])=[O:37])[CH3:2].[Cl:42][C:43]1[CH:48]=[CH:47][C:46](B(O)O)=[CH:45][CH:44]=1.C(=O)([O-])[O-].[Cs+].[Cs+]. The catalyst is C1C=CC(P(C2C=CC=CC=2)[C-]2C=CC=C2)=CC=1.C1C=CC(P(C2C=CC=CC=2)[C-]2C=CC=C2)=CC=1.Cl[Pd]Cl.[Fe+2]. The product is [CH2:1]([O:3][C:4](=[O:41])[CH2:5][CH2:6][CH2:7][O:8][C:9]1[CH:14]=[CH:13][CH:12]=[C:11]([CH2:15][CH2:16][CH2:17][CH2:18][CH2:19][CH2:20][O:21][C:22]2[CH:23]=[C:24]([C:46]3[CH:47]=[CH:48][C:43]([Cl:42])=[CH:44][CH:45]=3)[CH:25]=[C:26]([S:28]([CH2:31][CH3:32])(=[O:30])=[O:29])[CH:27]=2)[C:10]=1[CH2:34][CH2:35][C:36]([O:38][CH2:39][CH3:40])=[O:37])[CH3:2]. The yield is 0.770.